Dataset: Drug-target binding data from BindingDB using IC50 measurements. Task: Regression. Given a target protein amino acid sequence and a drug SMILES string, predict the binding affinity score between them. We predict pIC50 (pIC50 = -log10(IC50 in M); higher means more potent). Dataset: bindingdb_ic50. The drug is O=c1c(Cc2ccccc2)c(-c2ccccc2)[nH]n1-c1nc2ccccc2[nH]1. The target protein (Q96Q83) has sequence MEEKRRRARVQGAWAAPVKSQAIAQPATTAKSHLHQKPGQTWKNKEHHLSDREFVFKEPQQVVRRAPEPRVIDREGVYEISLSPTGVSRVCLYPGFVDVKEADWILEQLCQDVPWKQRTGIREDITYQQPRLTAWYGELPYTYSRITMEPNPHWHPVLRTLKNRIEENTGHTFNSLLCNLYRNEKDSVDWHSDDEPSLGRCPIIASLSFGATRTFEMRKKPPPEENGDYTYVERVKIPLDHGTLLIMEGATQADWQHRVPKEYHSREPRVNLTFRTVYPDPRGAPW. The pIC50 is 5.0.